Dataset: Forward reaction prediction with 1.9M reactions from USPTO patents (1976-2016). Task: Predict the product of the given reaction. (1) Given the reactants [CH3:1][O:2][C:3](=[O:22])[C:4]1[CH:9]=[CH:8][C:7]([NH:10][CH:11]2[CH2:16][CH2:15][CH2:14][CH2:13][CH:12]2[CH2:17][CH3:18])=[C:6]([N+:19]([O-])=O)[CH:5]=1, predict the reaction product. The product is: [CH3:1][O:2][C:3](=[O:22])[C:4]1[CH:9]=[CH:8][C:7]([NH:10][CH:11]2[CH2:16][CH2:15][CH2:14][CH2:13][CH:12]2[CH2:17][CH3:18])=[C:6]([NH2:19])[CH:5]=1. (2) Given the reactants [CH3:1][C:2]1[N:7]=[C:6]([O:8][CH2:9][C@H:10]2[CH2:12][C@@H:11]2[C:13]2[CH:22]=[CH:21][C:20]3[C:15](=[CH:16][CH:17]=[CH:18][CH:19]=3)[N:14]=2)[C:5]([C:23]2[CH2:32][CH2:31][C:26]3([O:30][CH2:29][CH2:28][O:27]3)[CH2:25][CH:24]=2)=[CH:4][N:3]=1, predict the reaction product. The product is: [CH3:12][C@H:10]([CH2:9][O:8][C:6]1[C:5]([CH:23]2[CH2:32][CH2:31][C:26]3([O:27][CH2:28][CH2:29][O:30]3)[CH2:25][CH2:24]2)=[CH:4][N:3]=[C:2]([CH3:1])[N:7]=1)[CH2:11][C:13]1[CH:22]=[CH:21][C:20]2[C:15](=[CH:16][CH:17]=[CH:18][CH:19]=2)[N:14]=1.